Dataset: Full USPTO retrosynthesis dataset with 1.9M reactions from patents (1976-2016). Task: Predict the reactants needed to synthesize the given product. (1) Given the product [CH2:1]([N:8]1[CH2:18][CH2:17][C:11]2[N:12]=[CH:13][N:14]=[C:15]([Cl:21])[C:10]=2[CH2:9]1)[C:2]1[CH:7]=[CH:6][CH:5]=[CH:4][CH:3]=1, predict the reactants needed to synthesize it. The reactants are: [CH2:1]([N:8]1[CH2:18][CH2:17][C:11]2[N:12]=[CH:13][NH:14][C:15](=O)[C:10]=2[CH2:9]1)[C:2]1[CH:7]=[CH:6][CH:5]=[CH:4][CH:3]=1.P(Cl)(Cl)([Cl:21])=O.C(#N)C.C(=O)(O)[O-].[Na+]. (2) Given the product [ClH:1].[NH2:46][CH2:45][C@H:42]1[CH2:43][CH2:44][C@H:39]([C:37]([NH:36][C@@H:22]([CH2:21][C:18]2[CH:19]=[CH:20][C:15]([C:12]3[CH:13]=[CH:14][C:9]([S:6](=[O:7])(=[O:8])[NH:5][CH:2]4[CH2:3][CH2:4]4)=[CH:10][C:11]=3[CH3:54])=[CH:16][CH:17]=2)[C:23](=[O:35])[NH:24][C:25]2[CH:33]=[C:32]3[C:28]([C:29](=[O:34])[NH:30][NH:31]3)=[CH:27][CH:26]=2)=[O:38])[CH2:40][CH2:41]1, predict the reactants needed to synthesize it. The reactants are: [ClH:1].[CH:2]1([NH:5][S:6]([C:9]2[CH:14]=[CH:13][C:12]([C:15]3[CH:20]=[CH:19][C:18]([CH2:21][C@H:22]([NH:36][C:37]([C@H:39]4[CH2:44][CH2:43][C@H:42]([CH2:45][NH:46]C(=O)OC(C)(C)C)[CH2:41][CH2:40]4)=[O:38])[C:23](=[O:35])[NH:24][C:25]4[CH:33]=[C:32]5[C:28]([C:29](=[O:34])[NH:30][NH:31]5)=[CH:27][CH:26]=4)=[CH:17][CH:16]=3)=[C:11]([CH3:54])[CH:10]=2)(=[O:8])=[O:7])[CH2:4][CH2:3]1.C(#N)C. (3) Given the product [C:12]([O:16][C:17]([N:19]1[CH2:24][CH2:23][N:22]([C:7]2[CH:6]=[CH:5][C:4]([N+:9]([O-:11])=[O:10])=[CH:3][C:2]=2[Cl:1])[CH2:21][CH2:20]1)=[O:18])([CH3:15])([CH3:13])[CH3:14], predict the reactants needed to synthesize it. The reactants are: [Cl:1][C:2]1[CH:3]=[C:4]([N+:9]([O-:11])=[O:10])[CH:5]=[CH:6][C:7]=1F.[C:12]([O:16][C:17]([N:19]1[CH2:24][CH2:23][NH:22][CH2:21][CH2:20]1)=[O:18])([CH3:15])([CH3:14])[CH3:13].CN(C)C=O.O. (4) The reactants are: [CH3:1][O:2][C:3]1[CH:8]=[CH:7][C:6]([N:9]([CH3:22])[S:10]([C:13]2[CH:21]=[CH:20][C:16]([C:17]([OH:19])=O)=[CH:15][CH:14]=2)(=[O:12])=[O:11])=[CH:5][CH:4]=1.[CH3:23][O:24][C:25]1[CH:26]=[C:27]([CH:29]=[CH:30][CH:31]=1)[NH2:28]. Given the product [CH3:23][O:24][C:25]1[CH:26]=[C:27]([NH:28][C:17](=[O:19])[C:16]2[CH:15]=[CH:14][C:13]([S:10](=[O:11])(=[O:12])[N:9]([C:6]3[CH:5]=[CH:4][C:3]([O:2][CH3:1])=[CH:8][CH:7]=3)[CH3:22])=[CH:21][CH:20]=2)[CH:29]=[CH:30][CH:31]=1, predict the reactants needed to synthesize it. (5) Given the product [CH3:24][O:23][C:21]([CH:20]=[CH:25][C:27]1[N:28]=[CH:29][N:30]2[CH:34]=[CH:33][S:32][C:31]=12)=[O:22], predict the reactants needed to synthesize it. The reactants are: C1(P(=[CH:20][C:21]([O:23][CH3:24])=[O:22])(C2C=CC=CC=2)C2C=CC=CC=2)C=CC=CC=1.[CH:25]([C:27]1[N:28]=[CH:29][N:30]2[CH:34]=[CH:33][S:32][C:31]=12)=O.C(OCC)(=O)C. (6) Given the product [Cl:1][C:2]1[CH:7]=[CH:6][C:5]([C:8](=[O:18])[NH:9][CH2:10][C:11]2[CH:16]=[CH:15][CH:14]=[C:13]([Cl:17])[CH:12]=2)=[CH:4][C:3]=1[NH:19][C:20]([C:22]1[C:35](=[O:36])[NH:34][C:25]2[N:26]=[C:27]([N:40]3[CH2:39][CH2:38][N:37]([C:43]([O:45][C:46]([CH3:49])([CH3:48])[CH3:47])=[O:44])[CH2:42][CH2:41]3)[N:28]=[CH:29][C:24]=2[CH:23]=1)=[O:21], predict the reactants needed to synthesize it. The reactants are: [Cl:1][C:2]1[CH:7]=[CH:6][C:5]([C:8](=[O:18])[NH:9][CH2:10][C:11]2[CH:16]=[CH:15][CH:14]=[C:13]([Cl:17])[CH:12]=2)=[CH:4][C:3]=1[NH:19][C:20]([C:22]1[C:35](=[O:36])[NH:34][C:25]2[N:26]=[C:27](S(C)(=O)=O)[N:28]=[CH:29][C:24]=2[CH:23]=1)=[O:21].[N:37]1([C:43]([O:45][C:46]([CH3:49])([CH3:48])[CH3:47])=[O:44])[CH2:42][CH2:41][NH:40][CH2:39][CH2:38]1.CN(C)C=O.[OH-].[Na+]. (7) Given the product [NH2:1][C:2]1[CH:10]=[CH:9][C:5]([C:6]([NH:15][CH3:14])=[O:7])=[CH:4][C:3]=1[O:11][CH3:12], predict the reactants needed to synthesize it. The reactants are: [NH2:1][C:2]1[CH:10]=[CH:9][C:5]([C:6](O)=[O:7])=[CH:4][C:3]=1[O:11][CH3:12].Cl.[CH3:14][NH2:15].